This data is from Forward reaction prediction with 1.9M reactions from USPTO patents (1976-2016). The task is: Predict the product of the given reaction. (1) Given the reactants Cl.[NH2:2][C@H:3]1[CH2:8][CH2:7][C@H:6]([C:9]([O:11][CH3:12])=[O:10])[CH2:5][CH2:4]1.C(N(CC)CC)C.[Cl:20][CH2:21][CH2:22][CH2:23][S:24](Cl)(=[O:26])=[O:25].Cl, predict the reaction product. The product is: [Cl:20][CH2:21][CH2:22][CH2:23][S:24]([NH:2][C@H:3]1[CH2:4][CH2:5][C@H:6]([C:9]([O:11][CH3:12])=[O:10])[CH2:7][CH2:8]1)(=[O:26])=[O:25]. (2) The product is: [Cl:2][C:3]1[C:4]([NH:16][CH2:17][C@H:18]2[CH2:22][CH2:21][CH2:20][N:19]2[CH2:25][CH2:24][OH:26])=[N:5][C:6]([NH:9][C:10]2[CH:11]=[N:12][N:13]([CH3:15])[CH:14]=2)=[N:7][CH:8]=1. Given the reactants Cl.[Cl:2][C:3]1[C:4]([NH:16][CH2:17][C@H:18]2[CH2:22][CH2:21][CH2:20][NH:19]2)=[N:5][C:6]([NH:9][C:10]2[CH:11]=[N:12][N:13]([CH3:15])[CH:14]=2)=[N:7][CH:8]=1.Br[CH:24]([OH:26])[CH3:25].C(N(CC)CC)C.C(=O)([O-])[O-].[K+].[K+], predict the reaction product. (3) Given the reactants C(=O)([O-])[O-].[Cs+].[Cs+].Cl[C:8]1[CH:9]=[N:10][CH:11]=[C:12]([C:14]([F:17])([F:16])[F:15])[CH:13]=1.[C:18]1([C:24]#[CH:25])[CH:23]=[CH:22][CH:21]=[CH:20][CH:19]=1, predict the reaction product. The product is: [F:15][C:14]([F:17])([F:16])[C:12]1[CH:11]=[N:10][CH:9]=[C:8]([C:25]#[C:24][C:18]2[CH:23]=[CH:22][CH:21]=[CH:20][CH:19]=2)[CH:13]=1. (4) Given the reactants [F:1][C:2]1[CH:7]=[CH:6][C:5]([C:8]2[O:9][CH:10]=[C:11]([C:13]3[CH:14]=[C:15]([O:20][CH3:21])[C:16]([NH2:19])=[N:17][CH:18]=3)[N:12]=2)=[CH:4][CH:3]=1.[Br:22]Br, predict the reaction product. The product is: [Br:22][C:10]1[O:9][C:8]([C:5]2[CH:4]=[CH:3][C:2]([F:1])=[CH:7][CH:6]=2)=[N:12][C:11]=1[C:13]1[CH:14]=[C:15]([O:20][CH3:21])[C:16]([NH2:19])=[N:17][CH:18]=1. (5) Given the reactants C(Cl)Cl.[CH2:4]([N:6]([CH2:9]C)[CH2:7][CH3:8])C.[C:11]([O:15][C:16](=[O:34])[NH:17][S:18](=[O:33])(=[O:32])[NH:19][C@@H:20]1[CH2:25][C@@H:24](C(=O)N(C)C)C[CH2:22][C@H:21]1O)([CH3:14])([CH3:13])[CH3:12].CS(Cl)(=O)=[O:37], predict the reaction product. The product is: [CH3:9][N:6]([CH3:4])[C:7]([C@@H:8]1[CH2:24][C@H:25]2[N:17]([C:16]([O:15][C:11]([CH3:14])([CH3:13])[CH3:12])=[O:34])[S:18](=[O:33])(=[O:32])[NH:19][C@H:20]2[CH2:21][CH2:22]1)=[O:37]. (6) Given the reactants [Cl:1][C:2]1[CH:3]=[C:4]([CH:9]([N:20]2C(=O)C3C(=CC=CC=3)C2=O)[CH2:10][CH2:11][NH:12][C:13](=[O:19])[O:14][C:15]([CH3:18])([CH3:17])[CH3:16])[CH:5]=[CH:6][C:7]=1[Cl:8].NN, predict the reaction product. The product is: [NH2:20][CH:9]([C:4]1[CH:5]=[CH:6][C:7]([Cl:8])=[C:2]([Cl:1])[CH:3]=1)[CH2:10][CH2:11][NH:12][C:13](=[O:19])[O:14][C:15]([CH3:17])([CH3:16])[CH3:18]. (7) Given the reactants Cl[CH2:2][C:3]1[CH:8]=[CH:7][C:6]([C:9]2([NH:12][C:13](=[O:15])[CH3:14])[CH2:11][CH2:10]2)=[CH:5][CH:4]=1.[N:16]1[CH:21]=[CH:20][CH:19]=[CH:18][C:17]=1[N:22]1[CH2:27][CH2:26][NH:25][CH2:24][CH2:23]1, predict the reaction product. The product is: [N:16]1[CH:21]=[CH:20][CH:19]=[CH:18][C:17]=1[N:22]1[CH2:23][CH2:24][N:25]([CH2:2][C:3]2[CH:8]=[CH:7][C:6]([C:9]3([NH:12][C:13](=[O:15])[CH3:14])[CH2:11][CH2:10]3)=[CH:5][CH:4]=2)[CH2:26][CH2:27]1. (8) Given the reactants [C:1]([O:5][C:6]([N:8]1[CH2:13][CH2:12][C:11]([S:20][C:21]2[CH:26]=[C:25]([C:27]([CH3:30])([CH3:29])[CH3:28])[C:24]([OH:31])=[C:23]([C:32]([CH3:35])([CH3:34])[CH3:33])[CH:22]=2)([CH2:14][C:15](OCC)=[O:16])[CH2:10][CH2:9]1)=[O:7])([CH3:4])([CH3:3])[CH3:2].[H-].[H-].[H-].[H-].[Li+].[Al+3].C(N(CC)CC)C.[CH3:49][C:50](OC(C)=O)=[O:51], predict the reaction product. The product is: [C:1]([O:5][C:6]([N:8]1[CH2:9][CH2:10][C:11]([CH2:14][CH2:15][O:16][C:50](=[O:51])[CH3:49])([S:20][C:21]2[CH:22]=[C:23]([C:32]([CH3:35])([CH3:33])[CH3:34])[C:24]([OH:31])=[C:25]([C:27]([CH3:28])([CH3:29])[CH3:30])[CH:26]=2)[CH2:12][CH2:13]1)=[O:7])([CH3:4])([CH3:3])[CH3:2]. (9) The product is: [CH3:11][C:6]1([CH3:12])[CH:5]=[C:4]2[C:8]([CH:9]=[CH:10][C:2]([N:18]([C:27]([O:29][C:30]([CH3:33])([CH3:32])[CH3:31])=[O:28])[NH:19][C:20]([O:22][C:23]([CH3:24])([CH3:25])[CH3:26])=[O:21])=[CH:3]2)=[CH:7]1. Given the reactants Br[C:2]1[CH:3]=[C:4]2[C:8](=[CH:9][CH:10]=1)[CH2:7][C:6]([CH3:12])([CH3:11])[CH2:5]2.C([Li])CCC.[N:18]([C:27]([O:29][C:30]([CH3:33])([CH3:32])[CH3:31])=[O:28])=[N:19][C:20]([O:22][C:23]([CH3:26])([CH3:25])[CH3:24])=[O:21], predict the reaction product. (10) Given the reactants F[C:2]1[CH:3]=[C:4]2[C:13](=[CH:14][CH:15]=1)[C:12](=[O:16])[C:11]1[C:10]([OH:17])=[CH:9][C:8]([N:18]3[CH2:23][CH2:22][O:21][CH2:20][CH2:19]3)=[CH:7][C:6]=1[O:5]2.[N:24]1[CH:29]=[CH:28][CH:27]=[CH:26][C:25]=1[CH2:30][OH:31].C[Si]([N-][Si](C)(C)C)(C)C.[K+], predict the reaction product. The product is: [OH:17][C:10]1[C:11]2[C:12](=[O:16])[C:13]3[C:4](=[CH:3][C:2]([O:31][CH2:30][C:25]4[CH:26]=[CH:27][CH:28]=[CH:29][N:24]=4)=[CH:15][CH:14]=3)[O:5][C:6]=2[CH:7]=[C:8]([N:18]2[CH2:23][CH2:22][O:21][CH2:20][CH2:19]2)[CH:9]=1.